This data is from Forward reaction prediction with 1.9M reactions from USPTO patents (1976-2016). The task is: Predict the product of the given reaction. (1) Given the reactants [C:1]([O:5][C:6]([NH:8][C:9]1[N:10]=[CH:11][C:12]([CH2:15][NH:16][C:17]2[CH:18]=[C:19]([CH:24]=[CH:25][C:26]=2[CH3:27])[C:20]([O:22]C)=[O:21])=[N:13][CH:14]=1)=[O:7])([CH3:4])([CH3:3])[CH3:2].O[Li].O, predict the reaction product. The product is: [C:1]([O:5][C:6]([NH:8][C:9]1[N:10]=[CH:11][C:12]([CH2:15][NH:16][C:17]2[CH:18]=[C:19]([CH:24]=[CH:25][C:26]=2[CH3:27])[C:20]([OH:22])=[O:21])=[N:13][CH:14]=1)=[O:7])([CH3:4])([CH3:3])[CH3:2]. (2) Given the reactants [I-].[CH3:2][S+](C)(C)=O.[H-].[Na+].[NH:9]1[C:17]2[C:12](=[CH:13][CH:14]=[C:15](/[CH:18]=[C:19]3/[C:20](=[O:28])[NH:21][C:22]4[C:27]/3=[CH:26][CH:25]=[CH:24][CH:23]=4)[CH:16]=2)[CH:11]=[N:10]1, predict the reaction product. The product is: [NH:9]1[C:17]2[C:12](=[CH:13][CH:14]=[C:15]([C@H:18]3[C@@:19]4([C:27]5[C:22](=[CH:23][CH:24]=[CH:25][CH:26]=5)[NH:21][C:20]4=[O:28])[CH2:2]3)[CH:16]=2)[CH:11]=[N:10]1. (3) Given the reactants C(OC(=O)[NH:7][CH:8]([C:10]1[C:15]([F:16])=[CH:14][C:13]([F:17])=[CH:12][N:11]=1)[CH3:9])(C)(C)C.Cl, predict the reaction product. The product is: [F:16][C:15]1[C:10]([CH:8]([NH2:7])[CH3:9])=[N:11][CH:12]=[C:13]([F:17])[CH:14]=1. (4) Given the reactants [C:1]([C:5]1[CH:6]=[CH:7][C:8]([CH3:14])=[C:9]([N+:11]([O-])=O)[CH:10]=1)([CH3:4])([CH3:3])[CH3:2], predict the reaction product. The product is: [C:1]([C:5]1[CH:6]=[CH:7][C:8]([CH3:14])=[C:9]([NH2:11])[CH:10]=1)([CH3:4])([CH3:3])[CH3:2]. (5) Given the reactants N([C:3]([O:5][CH2:6][CH3:7])=O)=N[C:3]([O:5][CH2:6][CH3:7])=O.[C:13]([O:22][CH3:23])(=[O:21])[C:14]1[C:15](=[CH:17][CH:18]=[CH:19][CH:20]=1)[OH:16].COCCO.C1(P(C2C=CC=CC=2)C2C=CC=CC=2)C=CC=CC=1, predict the reaction product. The product is: [CH3:3][O:5][CH2:6][CH2:7][O:16][C:15]1[CH:17]=[CH:18][CH:19]=[CH:20][C:14]=1[C:13]([O:22][CH3:23])=[O:21].